Task: Predict the reactants needed to synthesize the given product.. Dataset: Full USPTO retrosynthesis dataset with 1.9M reactions from patents (1976-2016) (1) Given the product [Cl:15][C:16]1[CH:17]=[C:18]([C:22](=[O:39])[CH2:23][O:24][C:25]2[CH:38]=[CH:37][C:28]([CH2:29][CH:30]3[S:34][C:33](=[O:35])[NH:32][C:31]3=[O:36])=[CH:27][CH:26]=2)[CH:19]=[CH:20][CH:21]=1, predict the reactants needed to synthesize it. The reactants are: O=P12OP3(OP(OP(O3)(O1)=O)(=O)O2)=O.[Cl:15][C:16]1[CH:17]=[C:18]([CH:22]([OH:39])[CH2:23][O:24][C:25]2[CH:38]=[CH:37][C:28]([CH2:29][CH:30]3[S:34][C:33](=[O:35])[NH:32][C:31]3=[O:36])=[CH:27][CH:26]=2)[CH:19]=[CH:20][CH:21]=1.CS(C)=O.C([O-])(O)=O.[Na+]. (2) Given the product [O:1]([CH2:19][CH2:20][C:21]1([CH2:27][CH2:28][C:32]#[N:33])[CH2:26][CH2:25][CH2:24][CH2:23][CH2:22]1)[Si:2]([C:15]([CH3:18])([CH3:16])[CH3:17])([C:9]1[CH:14]=[CH:13][CH:12]=[CH:11][CH:10]=1)[C:3]1[CH:8]=[CH:7][CH:6]=[CH:5][CH:4]=1, predict the reactants needed to synthesize it. The reactants are: [O:1]([CH2:19][CH2:20][C:21]1([CH2:27][CH2:28]O)[CH2:26][CH2:25][CH2:24][CH2:23][CH2:22]1)[Si:2]([C:15]([CH3:18])([CH3:17])[CH3:16])([C:9]1[CH:14]=[CH:13][CH:12]=[CH:11][CH:10]=1)[C:3]1[CH:8]=[CH:7][CH:6]=[CH:5][CH:4]=1.CC(C)(O)[C:32]#[N:33].C(P(CCCC)CCCC)CCC.